Dataset: Full USPTO retrosynthesis dataset with 1.9M reactions from patents (1976-2016). Task: Predict the reactants needed to synthesize the given product. (1) Given the product [F:37][C:12]1[CH:13]=[C:14]2[C:9](=[CH:10][CH:11]=1)[NH:8][C:20]1[C:19]([O:21][CH2:39][CH2:40][CH2:41][NH2:42])=[C:18]3[NH:22][C:23]4[CH:24]=[CH:25][C:26]([F:29])=[CH:27][C:28]=4[C:17]3=[CH:16][C:15]2=1, predict the reactants needed to synthesize it. The reactants are: C([N:8]1[C:20]2[C:19]([OH:21])=[C:18]3[N:22](C(OC(C)(C)C)=O)[C:23]4[CH:24]=[CH:25][C:26]([F:29])=[CH:27][C:28]=4[C:17]3=[CH:16][C:15]=2[C:14]2[C:9]1=[CH:10][CH:11]=[C:12]([F:37])[CH:13]=2)(OC(C)(C)C)=O.Br[CH2:39][CH2:40][CH2:41][NH:42]C(=O)OC(C)(C)C.C([O-])([O-])=O.[Cs+].[Cs+]. (2) Given the product [C:1]([O:5][C:6]([NH:8][C:9]1([C:29]([OH:31])=[O:30])[CH2:14][CH2:13][N:12]([CH2:15][C@H:16]([OH:28])[C:17]2[CH:26]=[CH:25][C:20]3[C:21](=[O:24])[O:22][CH2:23][C:19]=3[C:18]=2[CH3:27])[CH2:11][CH2:10]1)=[O:7])([CH3:4])([CH3:2])[CH3:3], predict the reactants needed to synthesize it. The reactants are: [C:1]([O:5][C:6]([NH:8][C:9]1([C:29]([O:31]C)=[O:30])[CH2:14][CH2:13][N:12]([CH2:15][C@H:16]([OH:28])[C:17]2[CH:26]=[CH:25][C:20]3[C:21](=[O:24])[O:22][CH2:23][C:19]=3[C:18]=2[CH3:27])[CH2:11][CH2:10]1)=[O:7])([CH3:4])([CH3:3])[CH3:2].C[Si](C)(C)[O-].[K+]. (3) Given the product [Cl:40][C:36]1[C:35]([F:41])=[C:34]([C@@H:15]2[C@:16]([C:26]3[CH:31]=[CH:30][C:29]([Cl:32])=[CH:28][C:27]=3[F:33])([C:24]#[N:25])[C@H:17]([CH2:19][C:20]([CH3:21])([CH3:22])[CH3:23])[CH2:18][N:14]2[C:12]([N:9]2[CH2:8][CH2:7][CH:6]([CH2:5][C:4]([OH:42])=[O:3])[CH2:11][CH2:10]2)=[O:13])[CH:39]=[CH:38][CH:37]=1, predict the reactants needed to synthesize it. The reactants are: C([O:3][C:4](=[O:42])[CH2:5][CH:6]1[CH2:11][CH2:10][N:9]([C:12]([N:14]2[CH2:18][C@@H:17]([CH2:19][C:20]([CH3:23])([CH3:22])[CH3:21])[C@@:16]([C:26]3[CH:31]=[CH:30][C:29]([Cl:32])=[CH:28][C:27]=3[F:33])([C:24]#[N:25])[C@H:15]2[C:34]2[CH:39]=[CH:38][CH:37]=[C:36]([Cl:40])[C:35]=2[F:41])=[O:13])[CH2:8][CH2:7]1)C.[Li+].[OH-]. (4) Given the product [Cl:1][C:2]1[CH:3]=[C:4]([OH:11])[C:5](=[CH:9][CH:10]=1)[C:6]([O:8][CH2:15][CH3:16])=[O:7], predict the reactants needed to synthesize it. The reactants are: [Cl:1][C:2]1[CH:3]=[C:4]([OH:11])[C:5](=[CH:9][CH:10]=1)[C:6]([OH:8])=[O:7].Cl.CN(C)[CH2:15][CH2:16]CN=C=N.O.ON1C2C=CC=CC=2N=N1.C(O)C. (5) Given the product [CH3:29][C@@:23]1([C:18]2[CH:17]=[CH:16][C:15]3[C:20](=[CH:21][CH:22]=[C:13]([O:9][CH:6]4[CH2:5][CH2:4][CH:3]([C:2]([F:10])([F:11])[F:1])[CH2:8][CH2:7]4)[CH:14]=3)[CH:19]=2)[CH2:27][O:26][C:25](=[O:28])[NH:24]1, predict the reactants needed to synthesize it. The reactants are: [F:1][C:2]([F:11])([F:10])[CH:3]1[CH2:8][CH2:7][CH:6]([OH:9])[CH2:5][CH2:4]1.O[C:13]1[CH:14]=[C:15]2[C:20](=[CH:21][CH:22]=1)[CH:19]=[C:18]([C@:23]1([CH3:29])[CH2:27][O:26][C:25](=[O:28])[NH:24]1)[CH:17]=[CH:16]2.C1(P(C2C=CC=CC=2)C2C=CC=CC=2)C=CC=CC=1.N(C(OC(C)C)=O)=NC(OC(C)C)=O. (6) The reactants are: C[O:2][C:3]1[CH:4]=[C:5]([C:9]2[C:10]3[C:11](=[O:23])[C:12]4[N:21]([CH3:22])[N:20]=[CH:19][C:13]=4[NH:14][C:15]=3[CH:16]=[CH:17][CH:18]=2)[CH:6]=[CH:7][CH:8]=1.COC1C=CC(C2C3C(=O)C4N(C)N=CC=4NC=3C=CC=2)=CC=1. Given the product [OH:2][C:3]1[CH:4]=[C:5]([C:9]2[C:10]3[C:11](=[O:23])[C:12]4[N:21]([CH3:22])[N:20]=[CH:19][C:13]=4[NH:14][C:15]=3[CH:16]=[CH:17][CH:18]=2)[CH:6]=[CH:7][CH:8]=1, predict the reactants needed to synthesize it. (7) Given the product [O:8]=[C:6]1[NH:7][CH:3]([CH2:2][O:1][S:22]([C:19]2[CH:20]=[CH:21][C:16]([CH3:26])=[CH:17][CH:18]=2)(=[O:24])=[O:23])[CH2:4][CH2:5]1, predict the reactants needed to synthesize it. The reactants are: [OH:1][CH2:2][C@H:3]1[NH:7][C:6](=[O:8])[CH2:5][CH2:4]1.C(N(CC)CC)C.[C:16]1([CH3:26])[CH:21]=[CH:20][C:19]([S:22](Cl)(=[O:24])=[O:23])=[CH:18][CH:17]=1. (8) The reactants are: [OH:1][CH2:2][CH:3]1[CH2:8][CH2:7][O:6][CH2:5][CH2:4]1.[Cl:9][C:10]1[CH:15]=[C:14](F)[CH:13]=[CH:12][C:11]=1[S:17]([N:20]([C:25]1[C:30]([CH3:31])=[CH:29][C:28]([CH3:32])=[CH:27][N:26]=1)[CH2:21][CH:22]([CH3:24])[CH3:23])(=[O:19])=[O:18].[H-].[Na+]. Given the product [Cl:9][C:10]1[CH:15]=[C:14]([O:1][CH2:2][CH:3]2[CH2:8][CH2:7][O:6][CH2:5][CH2:4]2)[CH:13]=[CH:12][C:11]=1[S:17]([N:20]([C:25]1[C:30]([CH3:31])=[CH:29][C:28]([CH3:32])=[CH:27][N:26]=1)[CH2:21][CH:22]([CH3:23])[CH3:24])(=[O:19])=[O:18], predict the reactants needed to synthesize it. (9) Given the product [C:1]([NH:9][C@@H:10]([CH2:15][CH2:16][CH2:17][CH2:18][NH:19][C:20](=[O:22])[CH2:42][NH:41][C:39]([O:38][C:34]([CH3:37])([CH3:36])[CH3:35])=[O:40])[C:11]([O:13][CH3:14])=[O:12])(=[O:8])[C:2]1[CH:3]=[CH:4][CH:5]=[CH:6][CH:7]=1, predict the reactants needed to synthesize it. The reactants are: [C:1]([NH:9][C@@H:10]([CH2:15][CH2:16][CH2:17][CH2:18][NH:19][C:20]([O:22]C(C)(C)C)=O)[C:11]([O:13][CH3:14])=[O:12])(=[O:8])[C:2]1[CH:7]=[CH:6][CH:5]=[CH:4][CH:3]=1.Cl.O1CCOCC1.[C:34]([O:38][C:39]([NH:41][CH2:42]C(O)=O)=[O:40])([CH3:37])([CH3:36])[CH3:35].C1CN([P+](Br)(N2CCCC2)N2CCCC2)CC1.F[P-](F)(F)(F)(F)F.CCN(C(C)C)C(C)C.